This data is from Forward reaction prediction with 1.9M reactions from USPTO patents (1976-2016). The task is: Predict the product of the given reaction. (1) Given the reactants [CH3:1][C:2]1[S:6][C:5]([C:7]([OH:9])=O)=[CH:4][CH:3]=1.[CH:10]([N:13]1[CH2:18][CH2:17][CH:16]([NH:19][S:20]([CH2:23][CH2:24][NH2:25])(=[O:22])=[O:21])[CH2:15][CH2:14]1)([CH3:12])[CH3:11], predict the reaction product. The product is: [CH:10]([N:13]1[CH2:18][CH2:17][CH:16]([NH:19][S:20]([CH2:23][CH2:24][NH:25][C:7]([C:5]2[S:6][C:2]([CH3:1])=[CH:3][CH:4]=2)=[O:9])(=[O:21])=[O:22])[CH2:15][CH2:14]1)([CH3:12])[CH3:11]. (2) Given the reactants [C:1]([CH2:4][CH2:5][NH:6][CH2:7][CH2:8][CH2:9][O:10][C:11]1[CH:16]=[CH:15][C:14]([CH2:17][C:18]2[C:19]([O:30][C@@H:31]3[O:57][C@H:56]([CH2:58][O:59]C(=O)C(C)(C)C)[C@@H:48]([O:49]C(=O)C(C)(C)C)[C@H:40]([O:41]C(=O)C(C)(C)C)[C@H:32]3[O:33]C(=O)C(C)(C)C)=[N:20][N:21]([CH2:26][CH2:27][CH2:28][OH:29])[C:22]=2[CH:23]([CH3:25])[CH3:24])=[C:13]([CH3:66])[CH:12]=1)(=[O:3])[NH2:2].C[O-].[Na+], predict the reaction product. The product is: [C:1]([CH2:4][CH2:5][NH:6][CH2:7][CH2:8][CH2:9][O:10][C:11]1[CH:16]=[CH:15][C:14]([CH2:17][C:18]2[C:19]([O:30][C@@H:31]3[O:57][C@H:56]([CH2:58][OH:59])[C@@H:48]([OH:49])[C@H:40]([OH:41])[C@H:32]3[OH:33])=[N:20][N:21]([CH2:26][CH2:27][CH2:28][OH:29])[C:22]=2[CH:23]([CH3:25])[CH3:24])=[C:13]([CH3:66])[CH:12]=1)(=[O:3])[NH2:2].